Dataset: Full USPTO retrosynthesis dataset with 1.9M reactions from patents (1976-2016). Task: Predict the reactants needed to synthesize the given product. Given the product [CH3:11][O:12][C:13](=[O:14])[CH:15]=[CH:43][C:35]1[C:36]([CH3:40])=[N:37][C:32]([C:25]2[C:26]([CH2:30][CH3:31])=[CH:27][CH:28]=[CH:29][C:24]=2[CH2:22][CH3:23])=[CH:33][C:34]=1[CH2:41][CH3:42], predict the reactants needed to synthesize it. The reactants are: C[Si]([N-][Si](C)(C)C)(C)C.[Na+].[CH3:11][O:12][C:13]([CH2:15]P(OC)(OC)=O)=[O:14].[CH2:22]([C:24]1[CH:29]=[CH:28][CH:27]=[C:26]([CH2:30][CH3:31])[C:25]=1[C:32]1[NH:37][C:36]([CH3:40])(C=O)[CH:35]=[C:34]([CH2:41][CH3:42])[CH:33]=1)[CH3:23].[CH:43]1C=NC=C(CO)C=1.[NH4+].[Cl-].